Predict the reactants needed to synthesize the given product. From a dataset of Full USPTO retrosynthesis dataset with 1.9M reactions from patents (1976-2016). (1) Given the product [CH2:24]([C@@:22]1([CH3:26])[NH:23][C:29](=[O:31])[N:20]([C:17]2[CH:18]=[N:19][C:14]([O:13][C:9]3[C:8]4[C:1]5([CH2:4][O:5][CH2:6][C:7]=4[CH:12]=[CH:11][CH:10]=3)[CH2:2][CH2:3]5)=[CH:15][CH:16]=2)[C:21]1=[O:27])[CH3:25], predict the reactants needed to synthesize it. The reactants are: [C:1]12([C:8]3[C:9]([O:13][C:14]4[N:19]=[CH:18][C:17]([NH:20][C:21](=[O:27])[C@@:22]([CH3:26])([CH2:24][CH3:25])[NH2:23])=[CH:16][CH:15]=4)=[CH:10][CH:11]=[CH:12][C:7]=3[CH2:6][O:5][CH2:4]1)[CH2:3][CH2:2]2.Cl[C:29](Cl)([O:31]C(=O)OC(Cl)(Cl)Cl)Cl. (2) Given the product [CH2:12]([O:13][C:14](=[O:15])[CH2:16][C:18]1([OH:17])[CH2:19][CH2:20][N:21]([C:24]([O:26][C:27]([CH3:29])([CH3:28])[CH3:30])=[O:25])[CH2:22][CH2:23]1)[CH3:11], predict the reactants needed to synthesize it. The reactants are: [Li+].C[Si]([N-][Si](C)(C)C)(C)C.[CH3:11][CH2:12][O:13][C:14]([CH3:16])=[O:15].[OH:17][CH:18]1[CH2:23][CH2:22][N:21]([C:24]([O:26][C:27]([CH3:30])([CH3:29])[CH3:28])=[O:25])[CH2:20][CH2:19]1. (3) Given the product [I:1][C:2]1[CH:6]=[CH:5][N:4]([C:10]2[CH:11]=[N:12][CH:13]=[C:14]([C:16]([F:19])([F:18])[F:17])[CH:15]=2)[N:3]=1, predict the reactants needed to synthesize it. The reactants are: [I:1][C:2]1[CH:6]=[CH:5][NH:4][N:3]=1.[H-].[Na+].F[C:10]1[CH:11]=[N:12][CH:13]=[C:14]([C:16]([F:19])([F:18])[F:17])[CH:15]=1. (4) Given the product [O:35]=[S:26]1(=[O:36])[CH2:25][C:29]2[CH:30]=[CH:31][C:32]([NH:34][C:2]3[N:7]=[C:6]([C:8]4[S:12][C:11]([NH:13][CH2:14][CH3:15])=[N:10][C:9]=4[C:16]4[CH:21]=[C:20]([O:22][CH3:23])[CH:19]=[C:18]([CH3:24])[CH:17]=4)[CH:5]=[CH:4][N:3]=3)=[CH:33][C:28]=2[CH2:27]1, predict the reactants needed to synthesize it. The reactants are: Cl[C:2]1[N:7]=[C:6]([C:8]2[S:12][C:11]([NH:13][CH2:14][CH3:15])=[N:10][C:9]=2[C:16]2[CH:21]=[C:20]([O:22][CH3:23])[CH:19]=[C:18]([CH3:24])[CH:17]=2)[CH:5]=[CH:4][N:3]=1.[CH2:25]1[C:29]2[CH:30]=[CH:31][C:32]([NH2:34])=[CH:33][C:28]=2[CH2:27][S:26]1(=[O:36])=[O:35].Cl.O1CCOCC1. (5) Given the product [O:1]1[CH2:6][CH2:5][CH2:4][CH2:3][CH:2]1[N:7]1[CH:11]=[C:10]([C:12]2[CH:17]=[CH:16][N:15]=[C:14]3[NH:18][CH:19]=[CH:20][C:13]=23)[C:9]([CH:21]=[O:22])=[N:8]1, predict the reactants needed to synthesize it. The reactants are: [O:1]1[CH2:6][CH2:5][CH2:4][CH2:3][CH:2]1[N:7]1[CH:11]=[C:10]([C:12]2[CH:17]=[CH:16][N:15]=[C:14]3[NH:18][CH:19]=[CH:20][C:13]=23)[C:9]([CH2:21][OH:22])=[N:8]1.CC(OI1(OC(C)=O)(OC(C)=O)OC(=O)C2C=CC=CC1=2)=O. (6) The reactants are: [O:1]1[CH:5]=[CH:4][CH:3]=[C:2]1[C:6]1[N:11]=[C:10]2[NH:12][N:13]=[CH:14][C:9]2=[CH:8][C:7]=1[C:15]1[CH:20]=[CH:19][N:18]=[C:17](S(C)(=O)=O)[N:16]=1.[H-].[Na+].Cl. Given the product [O:1]1[CH:5]=[CH:4][CH:3]=[C:2]1[C:6]1[N:11]=[C:10]2[NH:12][N:13]=[CH:14][C:9]2=[CH:8][C:7]=1[C:15]1[CH:20]=[CH:19][N:18]=[C:17]([O:1][CH:2]([CH3:6])[CH3:3])[N:16]=1, predict the reactants needed to synthesize it. (7) Given the product [Cl:1][C:2]1[CH:3]=[CH:4][C:5]([CH2:6][N:7]2[C:15]3[C:10](=[CH:11][C:12]([NH:16][CH3:17])=[CH:13][CH:14]=3)[C:9]([C:25](=[O:37])[C:26]([NH:28][C:29]3[CH:34]=[CH:33][N:32]=[C:31]([O:35][CH3:36])[CH:30]=3)=[O:27])=[C:8]2[CH3:38])=[CH:39][CH:40]=1, predict the reactants needed to synthesize it. The reactants are: [Cl:1][C:2]1[CH:40]=[CH:39][C:5]([CH2:6][N:7]2[C:15]3[C:10](=[CH:11][C:12]([N:16](C)[C:17](=O)OC(C)(C)C)=[CH:13][CH:14]=3)[C:9]([C:25](=[O:37])[C:26]([NH:28][C:29]3[CH:34]=[CH:33][N:32]=[C:31]([O:35][CH3:36])[CH:30]=3)=[O:27])=[C:8]2[CH3:38])=[CH:4][CH:3]=1.FC(F)(F)C(O)=O.C(=O)(O)[O-].[Na+]. (8) Given the product [Cl:3][CH2:2][C:6]([CH:8]1[CH:13]=[CH:12][C:11]2[CH:14]=[C:15]([F:18])[CH:16]=[CH:17][C:10]=2[O:9]1)=[O:5], predict the reactants needed to synthesize it. The reactants are: Br[CH2:2][Cl:3].C[O:5][C:6]([CH:8]1[CH:13]=[CH:12][C:11]2[CH:14]=[C:15]([F:18])[CH:16]=[CH:17][C:10]=2[O:9]1)=O.[Li]CCCC.CCCCCC.